From a dataset of Forward reaction prediction with 1.9M reactions from USPTO patents (1976-2016). Predict the product of the given reaction. (1) Given the reactants N[C@@H]1C2C(=CC=CC=2)C[C@@H]1O.[F:12][C:13]1[CH:18]=[CH:17][C:16]([C:19]2[C:28]([CH:29]([OH:41])[C:30]3[CH:35]=[CH:34][C:33]([O:36][C:37]([F:40])([F:39])[F:38])=[CH:32][CH:31]=3)=[C:27]([CH:42]([CH3:44])[CH3:43])[CH:26]=[C:25]3[C:20]=2[C:21](=[O:47])[CH2:22][C:23]([CH3:46])([CH3:45])[O:24]3)=[CH:15][CH:14]=1.CO, predict the reaction product. The product is: [F:12][C:13]1[CH:18]=[CH:17][C:16]([C:19]2[C:28]([C@H:29]([OH:41])[C:30]3[CH:31]=[CH:32][C:33]([O:36][C:37]([F:39])([F:40])[F:38])=[CH:34][CH:35]=3)=[C:27]([CH:42]([CH3:43])[CH3:44])[CH:26]=[C:25]3[C:20]=2[C@@H:21]([OH:47])[CH2:22][C:23]([CH3:45])([CH3:46])[O:24]3)=[CH:15][CH:14]=1. (2) Given the reactants CS(O[CH2:6][CH:7]1[CH2:12][CH2:11][CH2:10][N:9]([C:13]([O:15][C:16]([CH3:19])([CH3:18])[CH3:17])=[O:14])[CH2:8]1)(=O)=O.[I-:20].[Na+], predict the reaction product. The product is: [I:20][CH2:6][CH:7]1[CH2:12][CH2:11][CH2:10][N:9]([C:13]([O:15][C:16]([CH3:19])([CH3:18])[CH3:17])=[O:14])[CH2:8]1. (3) Given the reactants [CH3:1][N:2]1[C:10]2[C:5](=[CH:6][C:7]([CH2:11][C:12]3[N:16]4[N:17]=[C:18]([C:21](=O)[CH3:22])[CH:19]=[CH:20][C:15]4=[N:14][CH:13]=3)=[CH:8][CH:9]=2)[CH:4]=[N:3]1.[NH:24]([C:26]([NH2:28])=[O:27])[NH2:25], predict the reaction product. The product is: [CH3:1][N:2]1[C:10]2[C:5](=[CH:6][C:7]([CH2:11][C:12]3[N:16]4[N:17]=[C:18](/[C:21](=[N:25]/[NH:24][C:26]([NH2:28])=[O:27])/[CH3:22])[CH:19]=[CH:20][C:15]4=[N:14][CH:13]=3)=[CH:8][CH:9]=2)[CH:4]=[N:3]1. (4) The product is: [C:16]1([C:2]2[NH:14][C:5]3[C:4]([CH:3]=2)=[CH:9][CH:8]=[C:7]([C:10]([F:13])([F:12])[F:11])[CH:6]=3)[CH:21]=[CH:20][CH:19]=[CH:18][CH:17]=1. Given the reactants Br[C:2](Br)=[CH:3][C:4]1[CH:9]=[CH:8][C:7]([C:10]([F:13])([F:12])[F:11])=[CH:6][C:5]=1[NH2:14].[C:16]1(B(O)O)[CH:21]=[CH:20][CH:19]=[CH:18][CH:17]=1.[O-]P([O-])([O-])=O.[K+].[K+].[K+].O, predict the reaction product. (5) Given the reactants S(O)(O)(=O)=O.[CH3:6][S:7][C:8](=[NH:10])[NH2:9].CN([CH:14]=[C:15]1[C:20](=O)[CH2:19][CH2:18][N:17]([C:22]([O:24][C:25]([CH3:28])([CH3:27])[CH3:26])=[O:23])[CH2:16]1)C.[OH-].[Na+], predict the reaction product. The product is: [CH3:6][S:7][C:8]1[N:9]=[CH:14][C:15]2[CH2:16][N:17]([C:22]([O:24][C:25]([CH3:28])([CH3:27])[CH3:26])=[O:23])[CH2:18][CH2:19][C:20]=2[N:10]=1. (6) Given the reactants C(O[C:4]([C:6]1[C:11](=[O:12])[N:10]([CH2:13][C:14]2[CH:19]=[CH:18][CH:17]=[CH:16][C:15]=2[F:20])[N:9]2[CH:21]=[CH:22][CH:23]=[C:8]2[C:7]=1[OH:24])=[O:5])C.[NH2:25][CH2:26][C:27]([O-:29])=[O:28].[Na+], predict the reaction product. The product is: [F:20][C:15]1[CH:16]=[CH:17][CH:18]=[CH:19][C:14]=1[CH2:13][N:10]1[C:11](=[O:12])[C:6]([C:4]([NH:25][CH2:26][C:27]([OH:29])=[O:28])=[O:5])=[C:7]([OH:24])[C:8]2=[CH:23][CH:22]=[CH:21][N:9]12.